This data is from Forward reaction prediction with 1.9M reactions from USPTO patents (1976-2016). The task is: Predict the product of the given reaction. (1) Given the reactants [Br:1][C:2]1[CH:7]=[CH:6][C:5]([C:8]2[O:12][N:11]=[C:10]([CH3:13])[C:9]=2C(O)=O)=[CH:4][CH:3]=1.C([N:19]([CH2:22]C)CC)C.C1(P(N=[N+]=[N-])(C2C=CC=CC=2)=[O:31])C=CC=CC=1.[Cl:41][C:42]1[CH:50]=[CH:49][CH:48]=[CH:47][C:43]=1[CH:44]([OH:46])[CH3:45], predict the reaction product. The product is: [Cl:41][C:42]1[CH:50]=[CH:49][CH:48]=[CH:47][C:43]=1[CH:44]([O:46][C:22](=[O:31])[NH:19][C:9]1[C:10]([CH3:13])=[N:11][O:12][C:8]=1[C:5]1[CH:4]=[CH:3][C:2]([Br:1])=[CH:7][CH:6]=1)[CH3:45]. (2) Given the reactants [Cl:1][C:2]1[CH:7]=[CH:6][C:5]([C@@H:8]2[CH2:12][NH:11][CH2:10][C@H:9]2[C:13]([N:15]2[CH2:24][C@@H:23]([N:25]([CH:32]3[CH2:37][CH2:36][C:35]([CH3:39])([CH3:38])[CH2:34][CH2:33]3)[C:26](=[O:31])[C:27]([CH3:30])([CH3:29])[CH3:28])[CH2:22][C@H:16]2[C:17]([N:19]([CH3:21])[CH3:20])=[O:18])=[O:14])=[CH:4][CH:3]=1.[CH3:40][C:41](O)=[O:42], predict the reaction product. The product is: [C:41]([N:11]1[CH2:12][C@@H:8]([C:5]2[CH:6]=[CH:7][C:2]([Cl:1])=[CH:3][CH:4]=2)[C@H:9]([C:13]([N:15]2[CH2:24][CH:23]([N:25]([CH:32]3[CH2:37][CH2:36][C:35]([CH3:39])([CH3:38])[CH2:34][CH2:33]3)[C:26](=[O:31])[C:27]([CH3:30])([CH3:29])[CH3:28])[CH2:22][C@H:16]2[C:17]([N:19]([CH3:21])[CH3:20])=[O:18])=[O:14])[CH2:10]1)(=[O:42])[CH3:40]. (3) Given the reactants [ClH:1].Cl.[NH2:3][CH2:4][CH2:5][N:6]1[C:14]2[C:13]([NH:15][C:16]3[CH:21]=[CH:20][C:19]([O:22][C:23]4[CH:28]=[CH:27][CH:26]=[C:25]([O:29][C:30]([F:35])([F:34])[CH:31]([F:33])[F:32])[CH:24]=4)=[C:18]([CH3:36])[CH:17]=3)=[N:12][CH:11]=[N:10][C:9]=2[CH:8]=[CH:7]1.[OH:37][C:38]([CH3:44])([CH3:43])[CH2:39][C:40](O)=[O:41].ON1C2C=CC=CC=2N=N1.Cl.C(N=C=NCCCN(C)C)C.Cl.C(OCC)(=O)C, predict the reaction product. The product is: [ClH:1].[OH:37][C:38]([CH3:44])([CH3:43])[CH2:39][C:40]([NH:3][CH2:4][CH2:5][N:6]1[C:14]2[C:13]([NH:15][C:16]3[CH:21]=[CH:20][C:19]([O:22][C:23]4[CH:28]=[CH:27][CH:26]=[C:25]([O:29][C:30]([F:34])([F:35])[CH:31]([F:32])[F:33])[CH:24]=4)=[C:18]([CH3:36])[CH:17]=3)=[N:12][CH:11]=[N:10][C:9]=2[CH:8]=[CH:7]1)=[O:41]. (4) The product is: [F:1][C:2]1[CH:7]=[CH:6][CH:5]=[CH:4][C:3]=1[N:8]1[C:16]2[C:11](=[C:12]([N:17]3[CH2:21][CH2:20][N:19]([CH2:26][C:27]4[O:28][C:29]([CH3:32])=[N:30][N:31]=4)[C:18]3=[O:22])[CH:13]=[CH:14][CH:15]=2)[CH:10]=[N:9]1. Given the reactants [F:1][C:2]1[CH:7]=[CH:6][CH:5]=[CH:4][C:3]=1[N:8]1[C:16]2[C:11](=[C:12]([N:17]3[CH2:21][CH2:20][NH:19][C:18]3=[O:22])[CH:13]=[CH:14][CH:15]=2)[CH:10]=[N:9]1.[H-].[Na+].Br[CH2:26][C:27]1[O:28][C:29]([CH3:32])=[N:30][N:31]=1, predict the reaction product. (5) The product is: [CH3:17][CH:16]([C:12]1[S:11][CH:15]=[CH:14][CH:13]=1)[CH2:18][CH2:19][CH2:20][CH3:21]. Given the reactants [H-].[H-].[H-].[H-].[Li+].[Al+3].[Al+3].[Cl-].[Cl-].[Cl-].[S:11]1[CH:15]=[CH:14][CH:13]=[C:12]1[C:16](O)([CH2:18][CH2:19][CH2:20][CH3:21])[CH3:17], predict the reaction product. (6) Given the reactants [NH2:1][C:2]1[CH:3]=[C:4]([C:9]2[CH:10]=[CH:11][C:12]3[O:18][CH2:17][CH2:16][N:15]([C:19]([N:21]4[CH:26]5[CH2:27][CH2:28][CH:22]4[CH2:23][C:24]([C:30]([F:33])([F:32])[F:31])([OH:29])[CH2:25]5)=[O:20])[CH2:14][C:13]=3[CH:34]=2)[CH:5]=[N:6][C:7]=1[NH2:8].[CH:35](OC)(OC)OC, predict the reaction product. The product is: [NH:1]1[C:2]2[C:7](=[N:6][CH:5]=[C:4]([C:9]3[CH:10]=[CH:11][C:12]4[O:18][CH2:17][CH2:16][N:15]([C:19]([N:21]5[CH:22]6[CH2:28][CH2:27][CH:26]5[CH2:25][C:24]([C:30]([F:33])([F:32])[F:31])([OH:29])[CH2:23]6)=[O:20])[CH2:14][C:13]=4[CH:34]=3)[CH:3]=2)[N:8]=[CH:35]1. (7) Given the reactants [C:1]([O:5][C:6]([NH:8][C@H:9]([CH:19]1[CH2:24][CH2:23][CH2:22][CH2:21][CH2:20]1)[CH2:10][O:11][C:12]1[CH:17]=[CH:16][CH:15]=[CH:14][C:13]=1Br)=[O:7])([CH3:4])([CH3:3])[CH3:2].CC(C)([O-])C.[Na+], predict the reaction product. The product is: [C:1]([O:5][C:6]([N:8]1[C:13]2[CH:14]=[CH:15][CH:16]=[CH:17][C:12]=2[O:11][CH2:10][C@H:9]1[CH:19]1[CH2:24][CH2:23][CH2:22][CH2:21][CH2:20]1)=[O:7])([CH3:4])([CH3:3])[CH3:2].